Dataset: Catalyst prediction with 721,799 reactions and 888 catalyst types from USPTO. Task: Predict which catalyst facilitates the given reaction. (1) The catalyst class is: 39. Reactant: [I-].[Na+].[H-].[Na+].N1(O[CH2:15][CH2:16][CH2:17][CH:18]([C:30]2[CH:35]=[C:34]([F:36])[C:33]([F:37])=[C:32]([F:38])[CH:31]=2)[C:19]([NH:21][NH:22][C:23]([O:25][C:26]([CH3:29])([CH3:28])[CH3:27])=[O:24])=[O:20])C2C=CC=CC=2N=N1.O.C(=O)(O)[O-].[Na+]. Product: [C:26]([O:25][C:23](=[O:24])[NH:22][N:21]1[CH2:15][CH2:16][CH2:17][CH:18]([C:30]2[CH:35]=[C:34]([F:36])[C:33]([F:37])=[C:32]([F:38])[CH:31]=2)[C:19]1=[O:20])([CH3:29])([CH3:28])[CH3:27]. (2) Reactant: [Cl-].[Al+3].[Cl-].[Cl-].[Br:5][CH:6]([CH3:10])[C:7](Br)=[O:8].[Cl:11][C:12]1[CH:13]=[C:14]([O:18][CH3:19])[CH:15]=[CH:16][CH:17]=1.Cl. Product: [Br:5][CH:6]([CH3:10])[C:7]([C:17]1[CH:16]=[CH:15][C:14]([O:18][CH3:19])=[CH:13][C:12]=1[Cl:11])=[O:8]. The catalyst class is: 26. (3) Reactant: [OH-].[Na+].C([C:5]1[N:6]=[C:7]([NH:13][CH2:14][CH2:15][CH2:16][CH2:17][CH2:18][C:19]([N:21]([CH2:23][CH2:24][N:25]2[CH2:30][CH2:29][CH:28]([O:31][C:32](=[O:46])[NH:33][C:34]3[CH:39]=[CH:38][CH:37]=[CH:36][C:35]=3[C:40]3[CH:45]=[CH:44][CH:43]=[CH:42][CH:41]=3)[CH2:27][CH2:26]2)[CH3:22])=[O:20])[S:8][C:9]=1[C:10]([OH:12])=[O:11])C.Cl. Product: [C:35]1([C:40]2[CH:41]=[CH:42][CH:43]=[CH:44][CH:45]=2)[CH:36]=[CH:37][CH:38]=[CH:39][C:34]=1[NH:33][C:32]([O:31][CH:28]1[CH2:27][CH2:26][N:25]([CH2:24][CH2:23][N:21]([CH3:22])[C:19](=[O:20])[CH2:18][CH2:17][CH2:16][CH2:15][CH2:14][NH:13][C:7]2[S:8][C:9]([C:10]([OH:12])=[O:11])=[CH:5][N:6]=2)[CH2:30][CH2:29]1)=[O:46]. The catalyst class is: 8.